Dataset: Forward reaction prediction with 1.9M reactions from USPTO patents (1976-2016). Task: Predict the product of the given reaction. (1) Given the reactants [CH3:1][O:2][C:3]([C:5]1[C:14]2[C:13]([F:16])([F:15])[C:12](=[O:17])[CH:11]=[CH:10][C:9]=2[N:8]=[CH:7][C:6]=1[OH:18])=[O:4].[C:19](OC(=O)C)(=[O:21])[CH3:20].C(OCC)(=O)C, predict the reaction product. The product is: [CH3:1][O:2][C:3]([C:5]1[C:14]2[C:13]([F:16])([F:15])[C:12](=[O:17])[CH:11]=[CH:10][C:9]=2[N:8]=[CH:7][C:6]=1[O:18][C:19](=[O:21])[CH3:20])=[O:4]. (2) Given the reactants [CH2:1]([N:3]1[C:7]2=[N:8][C:9]([CH2:21][O:22][CH3:23])=[C:10]([CH2:19][OH:20])[C:11]([C:12]3[CH:13]=[N:14][CH:15]=[C:16]([CH3:18])[CH:17]=3)=[C:6]2[CH:5]=[N:4]1)[CH3:2].[OH-].[Na+].S([O-])([O-])(=O)=O.Br[CH2:32][C:33]([O:35][C:36]([CH3:39])([CH3:38])[CH3:37])=[O:34], predict the reaction product. The product is: [CH2:1]([N:3]1[C:7]2=[N:8][C:9]([CH2:21][O:22][CH3:23])=[C:10]([CH2:19][O:20][CH2:32][C:33]([O:35][C:36]([CH3:39])([CH3:38])[CH3:37])=[O:34])[C:11]([C:12]3[CH:13]=[N:14][CH:15]=[C:16]([CH3:18])[CH:17]=3)=[C:6]2[CH:5]=[N:4]1)[CH3:2]. (3) The product is: [NH2:12][C:9]1[CH:10]=[CH:11][C:2]([CH3:1])=[C:3]([CH:8]=1)[C:4]([O:6][CH3:7])=[O:5]. Given the reactants [CH3:1][C:2]1[CH:11]=[CH:10][C:9]([N+:12]([O-])=O)=[CH:8][C:3]=1[C:4]([O:6][CH3:7])=[O:5], predict the reaction product. (4) The product is: [NH2:1][C:2]1[N:3]=[C:4]([N:17]2[CH2:22][CH2:21][N:20]([C:23]([N:25]([CH3:35])[C:26]3[CH:27]=[CH:28][C:29]([CH3:32])=[CH:30][CH:31]=3)=[O:24])[CH2:19][CH2:18]2)[C:5]2[N:10]=[C:9]([C:11]3[CH:12]=[N:13][CH:14]=[CH:15][CH:16]=3)[S:8][C:6]=2[N:7]=1. Given the reactants [NH2:1][C:2]1[N:3]=[C:4]([N:17]2[CH2:22][CH2:21][N:20]([C:23]([NH:25][C:26]3[CH:31]=[CH:30][C:29]([CH3:32])=[CH:28][CH:27]=3)=[O:24])[CH2:19][CH2:18]2)[C:5]2[N:10]=[C:9]([C:11]3[CH:12]=[N:13][CH:14]=[CH:15][CH:16]=3)[S:8][C:6]=2[N:7]=1.[H-].[Na+].[CH3:35]I, predict the reaction product. (5) Given the reactants C(N(C(C)C)C(C)C)C.Cl[C:11]1[N:19]=[CH:18][N:17]=[C:16]2[C:12]=1[N:13]=[CH:14][NH:15]2.[NH:20]1[C:24]2[CH:25]=[CH:26][CH:27]=[CH:28][C:23]=2[N:22]=[C:21]1[C:29]1([CH2:35][NH2:36])[CH2:34][CH2:33][NH:32][CH2:31][CH2:30]1, predict the reaction product. The product is: [NH:20]1[C:24]2[CH:25]=[CH:26][CH:27]=[CH:28][C:23]=2[N:22]=[C:21]1[C:29]1([CH2:35][NH2:36])[CH2:30][CH2:31][N:32]([C:11]2[N:19]=[CH:18][N:17]=[C:16]3[C:12]=2[N:13]=[CH:14][NH:15]3)[CH2:33][CH2:34]1. (6) Given the reactants [Si:1]([O:8][C:9]([CH3:24])([CH3:23])[CH2:10][O:11][N:12]1C(=O)C2C(=CC=CC=2)C1=O)([C:4]([CH3:7])([CH3:6])[CH3:5])([CH3:3])[CH3:2].CNN, predict the reaction product. The product is: [Si:1]([O:8][C:9]([CH3:24])([CH3:23])[CH2:10][O:11][NH2:12])([C:4]([CH3:7])([CH3:6])[CH3:5])([CH3:3])[CH3:2]. (7) Given the reactants [H-].[Na+].[N+:3]([C:6]1[CH:11]=[CH:10][C:9]([NH:12][C:13]2[CH:18]=[CH:17][C:16]([SH:19])=[CH:15][CH:14]=2)=[CH:8][CH:7]=1)([O-:5])=[O:4].Br[CH2:21][CH2:22][CH2:23][CH2:24][CH3:25], predict the reaction product. The product is: [N+:3]([C:6]1[CH:7]=[CH:8][C:9]([N:12]([CH2:21][CH2:22][CH2:23][CH2:24][CH3:25])[C:13]2[CH:18]=[CH:17][C:16]([SH:19])=[CH:15][CH:14]=2)=[CH:10][CH:11]=1)([O-:5])=[O:4]. (8) Given the reactants [C:1]([OH:6])(=O)[C@H:2]([CH3:4])[OH:3].O.ON1C2C=CC=CC=2N=N1.Cl.CN(CCCN=C=NCC)C.C(N(CC)CC)C.[CH3:37][C@H:38]1[NH:43][CH2:42][CH2:41][N:40]([C:44]2[N:45]([CH2:66][C:67]([F:70])([F:69])[F:68])[C:46]3[C:51]([N:52]=2)=[C:50]([N:53]2[CH2:58][CH2:57][O:56][CH2:55][CH2:54]2)[N:49]=[C:48]([C:59]2[CH:60]=[N:61][C:62]([NH2:65])=[N:63][CH:64]=2)[N:47]=3)[CH2:39]1, predict the reaction product. The product is: [NH2:65][C:62]1[N:63]=[CH:64][C:59]([C:48]2[N:47]=[C:46]3[C:51]([N:52]=[C:44]([N:40]4[CH2:41][CH2:42][N:43]([C:1](=[O:6])[C@@H:2]([OH:3])[CH3:4])[C@H:38]([CH3:37])[CH2:39]4)[N:45]3[CH2:66][C:67]([F:69])([F:68])[F:70])=[C:50]([N:53]3[CH2:54][CH2:55][O:56][CH2:57][CH2:58]3)[N:49]=2)=[CH:60][N:61]=1. (9) Given the reactants Cl.OC1O[C@H](CO)[C@@H](O)[C@H](O)[C@H]1N.CCN(C(C)C)C(C)C.C1CN([P+]([O:39][N:40]2[N:48]=[N:47][C:42]3[CH:43]=[CH:44][CH:45]=[CH:46][C:41]2=3)(N2CCCC2)N2CCCC2)CC1.F[P-](F)(F)(F)(F)F, predict the reaction product. The product is: [OH:39][N:40]1[C:41]2[CH:46]=[CH:45][CH:44]=[CH:43][C:42]=2[N:47]=[N:48]1. (10) Given the reactants Br[C:2]1[CH:7]=[C:6]([Br:8])[CH:5]=[CH:4][C:3]=1[NH:9][C:10]([C@@H:12]1[CH2:16][C@H:15]([CH3:17])[CH2:14][N:13]1[C:18]([O:20][C:21]([CH3:24])([CH3:23])[CH3:22])=[O:19])=[O:11].CNCCNC.C([O-])([O-])=O.[K+].[K+], predict the reaction product. The product is: [Br:8][C:6]1[CH:5]=[CH:4][C:3]2[N:9]=[C:10]([C@@H:12]3[CH2:16][C@H:15]([CH3:17])[CH2:14][N:13]3[C:18]([O:20][C:21]([CH3:24])([CH3:23])[CH3:22])=[O:19])[O:11][C:2]=2[CH:7]=1.